Dataset: Full USPTO retrosynthesis dataset with 1.9M reactions from patents (1976-2016). Task: Predict the reactants needed to synthesize the given product. (1) Given the product [CH3:2][N:3]([CH2:5][C@H:6]([C:14]1([OH:20])[CH2:19][CH2:18][CH2:17][CH2:16][CH2:15]1)[C:7]1[CH:12]=[CH:11][C:10]([OH:13])=[CH:9][CH:8]=1)[CH3:4].[ClH:1].[CH3:4][N:3]([CH3:2])[CH2:5][CH:6]([C:14]1([OH:20])[CH2:15][CH2:16][CH2:17][CH2:18][CH2:19]1)[C:7]1[CH:12]=[CH:11][C:10]([OH:13])=[CH:9][CH:8]=1, predict the reactants needed to synthesize it. The reactants are: [ClH:1].[CH3:2][N:3]([CH2:5][C@H:6]([C:14]1([OH:20])[CH2:19][CH2:18][CH2:17][CH2:16][CH2:15]1)[C:7]1[CH:12]=[CH:11][C:10]([OH:13])=[CH:9][CH:8]=1)[CH3:4]. (2) Given the product [F:40][C:41]1([F:48])[CH2:46][CH2:45][CH:44]([NH:47][C:10](=[O:12])[CH:9]([NH:8][C:4]2[CH:5]=[CH:6][CH:7]=[C:2]([F:1])[CH:3]=2)[C:13]2[CH:18]=[CH:17][CH:16]=[CH:15][C:14]=2[CH3:19])[CH2:43][CH2:42]1, predict the reactants needed to synthesize it. The reactants are: [F:1][C:2]1[CH:3]=[C:4]([NH:8][CH:9]([C:13]2[CH:18]=[CH:17][CH:16]=[CH:15][CH:14]=2)[C:10]([OH:12])=O)[CH:5]=[CH:6][CH:7]=1.[CH:19]1C=CC2N(O)N=NC=2C=1.CCN=C=NCCCN(C)C.[F:40][C:41]1([F:48])[CH2:46][CH2:45][CH:44]([NH2:47])[CH2:43][CH2:42]1. (3) Given the product [CH3:1][O:2][C:3]1[CH:4]=[C:5]2[C:10](=[CH:11][C:12]=1[O:13][CH3:14])[N:9]=[CH:8][CH:7]=[C:6]2[O:15][C:16]1[CH:17]=[C:18]2[C:23](=[CH:24][CH:25]=1)[C:22]([NH:26][C:35]([NH:34][C:29]1[CH:30]=[CH:31][CH:32]=[CH:33][C:28]=1[F:27])=[O:36])=[CH:21][CH:20]=[CH:19]2, predict the reactants needed to synthesize it. The reactants are: [CH3:1][O:2][C:3]1[CH:4]=[C:5]2[C:10](=[CH:11][C:12]=1[O:13][CH3:14])[N:9]=[CH:8][CH:7]=[C:6]2[O:15][C:16]1[CH:17]=[C:18]2[C:23](=[CH:24][CH:25]=1)[C:22]([NH2:26])=[CH:21][CH:20]=[CH:19]2.[F:27][C:28]1[CH:33]=[CH:32][CH:31]=[CH:30][C:29]=1[N:34]=[C:35]=[O:36]. (4) Given the product [F:12][C:11]([F:14])([F:13])[S:8]([O:44][C:33]1[CH:34]=[C:35]2[C:36]3([CH2:40][C:39]([F:42])([F:41])[C:38](=[O:43])[NH:37]3)[C:25]3[C:26](=[N:27][CH:28]=[C:23]([Br:22])[CH:24]=3)[O:29][C:30]2=[CH:31][CH:32]=1)(=[O:10])=[O:9], predict the reactants needed to synthesize it. The reactants are: C1C=CC(N([S:8]([C:11]([F:14])([F:13])[F:12])(=[O:10])=[O:9])[S:8]([C:11]([F:14])([F:13])[F:12])(=[O:10])=[O:9])=CC=1.[Br:22][C:23]1[CH:24]=[C:25]2[C:36]3([CH2:40][C:39]([F:42])([F:41])[C:38](=[O:43])[NH:37]3)[C:35]3[C:30](=[CH:31][CH:32]=[C:33]([OH:44])[CH:34]=3)[O:29][C:26]2=[N:27][CH:28]=1.C(=O)([O-])[O-].[Cs+].[Cs+].O. (5) Given the product [O:1]=[CH:2][C@@H:3]([C@@H:5]([C@@H:7]([CH2:9][OH:10])[OH:8])[OH:6])[OH:4], predict the reactants needed to synthesize it. The reactants are: [O:1]=[CH:2][C@H:3]([C@@H:5]([C@@H:7]([CH2:9][OH:10])[OH:8])[OH:6])[OH:4].O=C[C@H]([C@H]([C@@H](CO)O)O)O.O=C[C@@H]([C@H]([C@@H](CO)O)O)O.O=C[C@H]([C@H]([C@H](CO)O)O)O.O=CC[C@@H]([C@@H](CO)O)O.O=CC[C@H]([C@H](CO)O)O. (6) The reactants are: [Si:1]([O:8][CH2:9][C:10]1([CH3:38])[S:16][CH2:15][CH2:14][N:13]2[C:17]([C:20]3([C:23]4[CH:28]=[CH:27][C:26](B5OC(C)(C)C(C)(C)O5)=[CH:25][CH:24]=4)[CH2:22][CH2:21]3)=[N:18][N:19]=[C:12]2[CH2:11]1)([C:4]([CH3:7])([CH3:6])[CH3:5])([CH3:3])[CH3:2].Br[C:40]1[CH:41]=[N:42][C:43]([CH3:46])=[CH:44][CH:45]=1.C(=O)([O-])[O-].[K+].[K+]. Given the product [Si:1]([O:8][CH2:9][C:10]1([CH3:38])[S:16][CH2:15][CH2:14][N:13]2[C:17]([C:20]3([C:23]4[CH:28]=[CH:27][C:26]([C:40]5[CH:41]=[N:42][C:43]([CH3:46])=[CH:44][CH:45]=5)=[CH:25][CH:24]=4)[CH2:21][CH2:22]3)=[N:18][N:19]=[C:12]2[CH2:11]1)([C:4]([CH3:5])([CH3:6])[CH3:7])([CH3:3])[CH3:2], predict the reactants needed to synthesize it.